Dataset: Forward reaction prediction with 1.9M reactions from USPTO patents (1976-2016). Task: Predict the product of the given reaction. (1) Given the reactants [CH3:1][N:2]([CH3:19])[C:3](=[O:18])[C@H:4]([O:6][C:7]1[CH:16]=[CH:15][CH:14]=[C:13]2[C:8]=1[C:9](=O)[NH:10][CH:11]=[N:12]2)[CH3:5].[F:20][C:21]1[CH:22]=[C:23]([CH:35]=[CH:36][CH:37]=1)[CH2:24][N:25]1[C:33]2[C:28](=[CH:29][C:30]([NH2:34])=[CH:31][CH:32]=2)[CH:27]=[N:26]1, predict the reaction product. The product is: [F:20][C:21]1[CH:22]=[C:23]([CH:35]=[CH:36][CH:37]=1)[CH2:24][N:25]1[C:33]2[C:28](=[CH:29][C:30]([NH:34][C:9]3[C:8]4[C:13](=[CH:14][CH:15]=[CH:16][C:7]=4[O:6][C@H:4]([CH3:5])[C:3]([N:2]([CH3:19])[CH3:1])=[O:18])[N:12]=[CH:11][N:10]=3)=[CH:31][CH:32]=2)[CH:27]=[N:26]1. (2) Given the reactants [NH2:1][C:2]1[CH:3]=[C:4]([C:8]2[C:17]3[C:12](=[C:13]4[CH:21]=[CH:20][CH:19]=[CH:18][C:14]4=[CH:15][CH:16]=3)[NH:11][C:10](=[O:22])[N:9]=2)[CH:5]=[CH:6][CH:7]=1.[C:23]1([S:29](Cl)(=[O:31])=[O:30])[CH:28]=[CH:27][CH:26]=[CH:25][CH:24]=1, predict the reaction product. The product is: [O:22]=[C:10]1[N:9]=[C:8]([C:4]2[CH:3]=[C:2]([NH:1][S:29]([C:23]3[CH:28]=[CH:27][CH:26]=[CH:25][CH:24]=3)(=[O:31])=[O:30])[CH:7]=[CH:6][CH:5]=2)[C:17]2[C:12](=[C:13]3[CH:21]=[CH:20][CH:19]=[CH:18][C:14]3=[CH:15][CH:16]=2)[NH:11]1. (3) Given the reactants [C:1]([C:3]1[C:4]([CH3:20])=[C:5]([NH:9][C:10](=[O:19])[O:11][CH2:12][C:13]2[CH:18]=[CH:17][CH:16]=[CH:15][CH:14]=2)[CH:6]=[CH:7][CH:8]=1)#N.CC(C[AlH]CC(C)C)C.ClCCl.[O:33]1CCCC1, predict the reaction product. The product is: [CH:1]([C:3]1[C:4]([CH3:20])=[C:5]([NH:9][C:10](=[O:19])[O:11][CH2:12][C:13]2[CH:18]=[CH:17][CH:16]=[CH:15][CH:14]=2)[CH:6]=[CH:7][CH:8]=1)=[O:33]. (4) The product is: [ClH:19].[Cl:19][C:16]1[CH:17]=[CH:18][C:11]2[CH2:10][CH2:9][NH:8][CH2:14][CH2:13][C:12]=2[C:15]=1[S:20][CH2:21][C:33]([F:41])([F:40])[C:34]1[CH:39]=[CH:38][CH:37]=[CH:36][N:35]=1. Given the reactants C(OC([N:8]1[CH2:14][CH2:13][C:12]2[C:15]([S:20][C:21](=O)N(C)C)=[C:16]([Cl:19])[CH:17]=[CH:18][C:11]=2[CH2:10][CH2:9]1)=O)(C)(C)C.FC(F)(F)S(OC[C:33]([F:41])([F:40])[C:34]1[CH:39]=[CH:38][CH:37]=[CH:36][N:35]=1)(=O)=O, predict the reaction product. (5) Given the reactants [C:1]([O:5][C:6](=[O:26])[N:7]([CH2:16][CH2:17][C:18]1[C:23]([Cl:24])=[CH:22][CH:21]=[CH:20][C:19]=1[Cl:25])[CH2:8][C:9]1[CH:14]=[CH:13][CH:12]=[C:11](I)[CH:10]=1)([CH3:4])([CH3:3])[CH3:2].C(=O)(O)[O-].[Na+].[CH2:32]([OH:35])[CH:33]=[CH2:34], predict the reaction product. The product is: [C:1]([O:5][C:6](=[O:26])[N:7]([CH2:16][CH2:17][C:18]1[C:23]([Cl:24])=[CH:22][CH:21]=[CH:20][C:19]=1[Cl:25])[CH2:8][C:9]1[CH:14]=[CH:13][CH:12]=[C:11]([CH2:34][CH2:33][CH:32]=[O:35])[CH:10]=1)([CH3:4])([CH3:3])[CH3:2].